This data is from Reaction yield outcomes from USPTO patents with 853,638 reactions. The task is: Predict the reaction yield, written as a fraction of the theoretical maximum amount of product (1.0 means a 100% yield; for example, 0.34 means a 34% yield). (1) The reactants are [NH2:1][C@H:2]([C:5]([OH:7])=[O:6])[CH2:3][OH:4].FC(F)(F)C(O)=O.[C:15](Cl)(=[O:19])[CH2:16][CH2:17][CH3:18]. The catalyst is C(OCC)C. The product is [C:15]([O:4][CH2:3][C@@H:2]([C:5]([OH:7])=[O:6])[NH2:1])(=[O:19])[CH2:16][CH2:17][CH3:18]. The yield is 0.630. (2) The reactants are [F:1][C:2]1[CH:9]=[CH:8][C:5]([CH2:6]Br)=[CH:4][CH:3]=1.[Cl:10][C:11]1[N:16]=[C:15](Cl)[CH:14]=[CH:13][N:12]=1. The catalyst is C1COCC1.[Zn].C1C=CC([P]([Pd]([P](C2C=CC=CC=2)(C2C=CC=CC=2)C2C=CC=CC=2)([P](C2C=CC=CC=2)(C2C=CC=CC=2)C2C=CC=CC=2)[P](C2C=CC=CC=2)(C2C=CC=CC=2)C2C=CC=CC=2)(C2C=CC=CC=2)C2C=CC=CC=2)=CC=1. The product is [Cl:10][C:11]1[N:16]=[C:15]([CH2:6][C:5]2[CH:8]=[CH:9][C:2]([F:1])=[CH:3][CH:4]=2)[CH:14]=[CH:13][N:12]=1. The yield is 0.880. (3) The reactants are [CH:1]([C:4]1[CH:9]=[CH:8][C:7]([CH:10]2[C:14]3[C:15]([CH3:28])=[C:16]([NH:20][C:21](=[O:27])[CH2:22][C:23]([CH3:26])([CH3:25])[CH3:24])[C:17]([CH3:19])=[CH:18][C:13]=3S[CH2:11]2)=[CH:6][CH:5]=1)([CH3:3])[CH3:2].[Br:29]Br.C(=O)([O-])O.[Na+].ClC1C=CC=C(C(OO)=O)C=1.[S:47]([O-:50])(O)=[O:48].[Na+]. The catalyst is ClCCl.[Fe].O. The product is [Br:29][C:18]1[C:13]2[S:47](=[O:50])(=[O:48])[CH2:11][CH:10]([C:7]3[CH:6]=[CH:5][C:4]([CH:1]([CH3:2])[CH3:3])=[CH:9][CH:8]=3)[C:14]=2[C:15]([CH3:28])=[C:16]([NH:20][C:21](=[O:27])[CH2:22][C:23]([CH3:26])([CH3:25])[CH3:24])[C:17]=1[CH3:19]. The yield is 0.550. (4) The reactants are [Li]CCCC.[Cl:6][C:7]1[S:8][C:9](Cl)=[C:10]([Cl:13])[C:11]=1[Cl:12].C([O:17][C:18](=O)[C:19]([F:22])([F:21])[F:20])C. The catalyst is C1COCC1. The product is [F:20][C:19]([F:22])([F:21])[C:18]([C:9]1[S:8][C:7]([Cl:6])=[C:11]([Cl:12])[C:10]=1[Cl:13])=[O:17]. The yield is 0.819. (5) The reactants are FC(F)(F)C(O)=O.[Cl:8][C:9]1[C:10]([F:38])=[C:11]([CH:15]2[C:19]([C:22]3[CH:27]=[CH:26][C:25]([Cl:28])=[CH:24][C:23]=3[F:29])([C:20]#[N:21])[CH:18]([CH2:30][C:31]([CH3:34])([CH3:33])[CH3:32])[NH:17][CH:16]2[C:35]([OH:37])=O)[CH:12]=[CH:13][CH:14]=1.N.C[N:41](C(ON1N=NC2C=CC=NC1=2)=[N+](C)C)C.F[P-](F)(F)(F)(F)F.CCN(C(C)C)C(C)C. The catalyst is C(Cl)Cl.O1CCOCC1. The product is [Cl:8][C:9]1[C:10]([F:38])=[C:11]([CH:15]2[C:19]([C:22]3[CH:27]=[CH:26][C:25]([Cl:28])=[CH:24][C:23]=3[F:29])([C:20]#[N:21])[CH:18]([CH2:30][C:31]([CH3:34])([CH3:33])[CH3:32])[NH:17][CH:16]2[C:35]([NH2:41])=[O:37])[CH:12]=[CH:13][CH:14]=1. The yield is 0.750.